From a dataset of Reaction yield outcomes from USPTO patents with 853,638 reactions. Predict the reaction yield, written as a fraction of the theoretical maximum amount of product (1.0 means a 100% yield; for example, 0.34 means a 34% yield). (1) The reactants are [Mg].Br[CH2:3][CH2:4][CH2:5][CH2:6][CH2:7][CH3:8].Cl[C:10]1[CH:15]=[CH:14][CH:13]=[CH:12][C:11]=1Cl. The catalyst is Cl[Ni]1(Cl)[P](C2C=CC=CC=2)(C2C=CC=CC=2)CCC[P]1(C1C=CC=CC=1)C1C=CC=CC=1.[Ni].C(OCC)C. The product is [CH2:3]([C:10]1[CH:15]=[CH:14][CH:13]=[CH:12][C:11]=1[CH2:3][CH2:4][CH2:5][CH2:6][CH2:7][CH3:8])[CH2:4][CH2:5][CH2:6][CH2:7][CH3:8]. The yield is 0.795. (2) The reactants are N[C:2]1[CH:11]=[CH:10][C:9]2[C:8]([CH3:13])([CH3:12])[CH2:7][CH2:6][C:5]([CH3:15])([CH3:14])[C:4]=2[CH:3]=1.C=O.[C:18]([BH3-])#[N:19].[Na+].[C:22](O)(=O)C. The catalyst is C(#N)C. The product is [CH3:22][N:19]([CH3:18])[C:2]1[CH:11]=[CH:10][C:9]2[C:8]([CH3:13])([CH3:12])[CH2:7][CH2:6][C:5]([CH3:15])([CH3:14])[C:4]=2[CH:3]=1. The yield is 0.700. (3) The product is [CH3:20][N:22]([CH3:24])/[CH:23]=[CH:1]/[C:2]1[C:12]([N+:13]([O-:15])=[O:14])=[CH:11][C:10]([N+:16]([O-:18])=[O:17])=[CH:9][C:3]=1[C:4]([O:6][CH2:7][CH3:8])=[O:5]. The reactants are [CH3:1][C:2]1[C:12]([N+:13]([O-:15])=[O:14])=[CH:11][C:10]([N+:16]([O-:18])=[O:17])=[CH:9][C:3]=1[C:4]([O:6][CH2:7][CH3:8])=[O:5].C[C:20]([N:22]([CH3:24])[CH3:23])=O. The yield is 0.480. The catalyst is CN(C=O)C. (4) The reactants are [CH3:1][C:2]1[CH:6]=[C:5]([CH3:7])[NH:4][C:3]=1/[CH:8]=[C:9]1\[C:10](=[O:25])[N:11]([C:18](N2C=CN=C2)=[O:19])[C:12]2[C:17]\1=[CH:16][CH:15]=[CH:14][CH:13]=2.[N:26]1([CH2:31][CH2:32][OH:33])[CH2:30][CH2:29][CH2:28][CH2:27]1.C(O)(C(F)(F)F)=O.ClCCl. The catalyst is C1COCC1. The product is [N:26]1([CH2:31][CH2:32][O:33][C:18]([N:11]2[C:12]3[C:17](=[CH:16][CH:15]=[CH:14][CH:13]=3)/[C:9](=[CH:8]/[C:3]3[NH:4][C:5]([CH3:7])=[CH:6][C:2]=3[CH3:1])/[C:10]2=[O:25])=[O:19])[CH2:30][CH2:29][CH2:28][CH2:27]1. The yield is 0.150.